Task: Predict the reaction yield, written as a fraction of the theoretical maximum amount of product (1.0 means a 100% yield; for example, 0.34 means a 34% yield).. Dataset: Reaction yield outcomes from USPTO patents with 853,638 reactions (1) The reactants are [F:1][C:2]([F:21])([F:20])[C:3]1[CH:8]=[CH:7][C:6]([NH:9][C:10]2[C:11]3[CH2:19][NH:18][CH2:17][CH2:16][C:12]=3[N:13]=[CH:14][N:15]=2)=[CH:5][CH:4]=1.[C:22]1([CH3:31])[CH:27]=[CH:26][CH:25]=[CH:24][C:23]=1B(O)O.C(N(CC)CC)C. The catalyst is C1COCC1.CC([O-])=O.CC([O-])=O.[Cu+2]. The product is [F:21][C:2]([F:1])([F:20])[C:3]1[CH:8]=[CH:7][C:6]([NH:9][C:10]2[C:11]3[CH2:19][N:18]([C:23]4[CH:24]=[CH:25][CH:26]=[CH:27][C:22]=4[CH3:31])[CH2:17][CH2:16][C:12]=3[N:13]=[CH:14][N:15]=2)=[CH:5][CH:4]=1. The yield is 0.0500. (2) The reactants are [CH3:1][O:2][C:3]1[CH:4]=[C:5]2[C:10](=[CH:11][C:12]=1[O:13][CH2:14][CH2:15][CH2:16][S:17]([CH3:20])(=[O:19])=[O:18])[N:9]=[CH:8][NH:7][C:6]2=O.CN(C=O)C.C1(C)C=CC=CC=1.C(=O)([O-])O.[Na+].S(Cl)([Cl:41])=O. No catalyst specified. The product is [Cl:41][C:6]1[C:5]2[C:10](=[CH:11][C:12]([O:13][CH2:14][CH2:15][CH2:16][S:17]([CH3:20])(=[O:19])=[O:18])=[C:3]([O:2][CH3:1])[CH:4]=2)[N:9]=[CH:8][N:7]=1. The yield is 0.880.